This data is from Full USPTO retrosynthesis dataset with 1.9M reactions from patents (1976-2016). The task is: Predict the reactants needed to synthesize the given product. (1) Given the product [Si:19]([O:26][CH2:27][CH:28]1[N:29]([CH:34]2[CH2:37][O:36][CH2:35]2)[CH2:30][CH2:31][N:32]([C:2]2[C:3]([Cl:18])=[C:4]([NH:10][C:11](=[O:17])[O:12][C:13]([CH3:16])([CH3:15])[CH3:14])[CH:5]=[C:6]([C:8]#[N:9])[CH:7]=2)[CH2:33]1)([C:22]([CH3:25])([CH3:23])[CH3:24])([CH3:21])[CH3:20], predict the reactants needed to synthesize it. The reactants are: Br[C:2]1[C:3]([Cl:18])=[C:4]([NH:10][C:11](=[O:17])[O:12][C:13]([CH3:16])([CH3:15])[CH3:14])[CH:5]=[C:6]([C:8]#[N:9])[CH:7]=1.[Si:19]([O:26][CH2:27][CH:28]1[CH2:33][NH:32][CH2:31][CH2:30][N:29]1[CH:34]1[CH2:37][O:36][CH2:35]1)([C:22]([CH3:25])([CH3:24])[CH3:23])([CH3:21])[CH3:20].C1C=CC(P(C2C(C3C(P(C4C=CC=CC=4)C4C=CC=CC=4)=CC=C4C=3C=CC=C4)=C3C(C=CC=C3)=CC=2)C2C=CC=CC=2)=CC=1.C([O-])([O-])=O.[Cs+].[Cs+]. (2) Given the product [N:1]1([CH2:6][C:7]2[NH:14][C:12](=[O:13])[C:11]3[CH:15]=[CH:16][CH:17]=[N:18][C:10]=3[N:9]=2)[CH:5]=[N:4][CH:3]=[N:2]1, predict the reactants needed to synthesize it. The reactants are: [N:1]1([CH2:6][C:7]([NH:9][C:10]2[N:18]=[CH:17][CH:16]=[CH:15][C:11]=2[C:12]([NH2:14])=[O:13])=O)[CH:5]=[N:4][CH:3]=[N:2]1.